Predict which catalyst facilitates the given reaction. From a dataset of Catalyst prediction with 721,799 reactions and 888 catalyst types from USPTO. Reactant: [CH:1]1[CH:2]=[CH:3][C:4]2[S:9][N:8]=[C:7]([N:10]3[CH2:15][CH2:14][N:13]([CH2:16][CH2:17][C:18]4[CH:19]=[C:20]5[CH2:28][C:26](=[O:27])[NH:25][C:21]5=[CH:22][C:23]=4[Cl:24])[CH2:12][CH2:11]3)[C:5]=2[CH:6]=1.Cl.C([O-])([O-])=O.[Na+].[Na+]. Product: [CH:1]1[CH:2]=[CH:3][C:4]2[S:9][N:8]=[C:7]([N:10]3[CH2:11][CH2:12][N:13]([CH2:16][CH2:17][C:18]4[CH:19]=[C:20]5[CH2:28][C:26](=[O:27])[NH:25][C:21]5=[CH:22][C:23]=4[Cl:24])[CH2:14][CH2:15]3)[C:5]=2[CH:6]=1. The catalyst class is: 6.